Regression. Given a peptide amino acid sequence and an MHC pseudo amino acid sequence, predict their binding affinity value. This is MHC class II binding data. From a dataset of Peptide-MHC class II binding affinity with 134,281 pairs from IEDB. (1) The peptide sequence is RNTLLFLDLIILNFV. The MHC is DRB1_0901 with pseudo-sequence DRB1_0901. The binding affinity (normalized) is 0. (2) The peptide sequence is QKLMEDINVGFKAAV. The MHC is HLA-DPA10301-DPB10402 with pseudo-sequence HLA-DPA10301-DPB10402. The binding affinity (normalized) is 0.273. (3) The peptide sequence is GEPGIAGFVGEQGPK. The MHC is H-2-IAq with pseudo-sequence XXYHWTSGGQTGHGWALGSNYYDIRTETVHGVHT. The binding affinity (normalized) is 0.0980. (4) The peptide sequence is AVGIVSILLSSLLKN. The MHC is DRB1_0802 with pseudo-sequence DRB1_0802. The binding affinity (normalized) is 0.399. (5) The peptide sequence is TTPFGQQRVFKEKVD. The MHC is HLA-DQA10501-DQB10303 with pseudo-sequence HLA-DQA10501-DQB10303. The binding affinity (normalized) is 0. (6) The binding affinity (normalized) is 0.351. The peptide sequence is GELCIVDKIDAAFKI. The MHC is DRB3_0202 with pseudo-sequence DRB3_0202. (7) The peptide sequence is AAAKVLHHMVKISGG. The MHC is DRB1_0401 with pseudo-sequence DRB1_0401. The binding affinity (normalized) is 0.152. (8) The peptide sequence is FNIQYVNYWFAPGAA. The MHC is DRB5_0101 with pseudo-sequence DRB5_0101. The binding affinity (normalized) is 0.316. (9) The peptide sequence is EKKYFAATHFEPLAA. The MHC is HLA-DPA10103-DPB10401 with pseudo-sequence HLA-DPA10103-DPB10401. The binding affinity (normalized) is 1.00. (10) The peptide sequence is VWTNTPTKWDNSFLE. The MHC is DRB1_1101 with pseudo-sequence DRB1_1101. The binding affinity (normalized) is 0.0321.